This data is from Forward reaction prediction with 1.9M reactions from USPTO patents (1976-2016). The task is: Predict the product of the given reaction. (1) Given the reactants Br[C:2]1[CH:3]=[CH:4][C:5]([F:16])=[C:6]([C:8]2[CH:13]=[C:12]([O:14][CH3:15])[CH:11]=[CH:10][N:9]=2)[CH:7]=1.C([Sn](CCCC)(CCCC)[C:22]1[N:26]2[CH:27]=[CH:28][C:29]([C:31]([F:34])([F:33])[F:32])=[N:30][C:25]2=[N:24][CH:23]=1)CCC, predict the reaction product. The product is: [F:16][C:5]1[CH:4]=[CH:3][C:2]([C:22]2[N:26]3[CH:27]=[CH:28][C:29]([C:31]([F:32])([F:33])[F:34])=[N:30][C:25]3=[N:24][CH:23]=2)=[CH:7][C:6]=1[C:8]1[CH:13]=[C:12]([O:14][CH3:15])[CH:11]=[CH:10][N:9]=1. (2) Given the reactants [NH2:1][CH2:2][CH2:3][NH:4][C:5](=[O:28])[CH2:6][C:7]1[C:15]2[C:10](=[CH:11][CH:12]=[C:13]([O:16][CH3:17])[CH:14]=2)[N:9]([C:18](=[O:26])[C:19]2[CH:24]=[CH:23][C:22]([Cl:25])=[CH:21][CH:20]=2)[C:8]=1[CH3:27].CCN=C=NCCCN(C)C.CCN(C(C)C)C(C)C.[CH:49]1[C:54]([C:55](O)=[O:56])=[CH:53][CH:52]=[C:51]([I:58])[CH:50]=1.C1C=CC2N(O)N=NC=2C=1, predict the reaction product. The product is: [Cl:25][C:22]1[CH:21]=[CH:20][C:19]([C:18]([N:9]2[C:10]3[C:15](=[CH:14][C:13]([O:16][CH3:17])=[CH:12][CH:11]=3)[C:7]([CH2:6][C:5]([NH:4][CH2:3][CH2:2][NH:1][C:55](=[O:56])[C:54]3[CH:53]=[CH:52][C:51]([I:58])=[CH:50][CH:49]=3)=[O:28])=[C:8]2[CH3:27])=[O:26])=[CH:24][CH:23]=1. (3) Given the reactants O[C:2]([CH3:8])([CH3:7])CC(O)=O.[CH:9]1[CH:14]=[N:13][C:12]2N(O)N=N[C:11]=2C=1.[CH3:19]N(C(ON1N=NC2C=CC=NC1=2)=[N+](C)C)C.F[P-](F)(F)(F)(F)F, predict the reaction product. The product is: [CH3:9][CH2:14][N:13]([CH:2]([CH3:7])[CH3:8])[CH:12]([CH3:11])[CH3:19]. (4) Given the reactants I[CH2:2][CH2:3][OH:4].[N:5]1([CH2:11][C:12]2[CH:13]=[CH:14][C:15]([NH:18][C:19]([C:21]3[C:22]4[N:23]=[CH:24][CH:25]=[N:26][C:27]=4[C:28]([C:31]4[C:36]([Cl:37])=[C:35]([O:38][CH3:39])[CH:34]=[C:33]([O:40][CH3:41])[C:32]=4[Cl:42])=[CH:29][CH:30]=3)=[O:20])=[N:16][CH:17]=2)[CH2:10][CH2:9][NH:8][CH2:7][CH2:6]1, predict the reaction product. The product is: [OH:4][CH2:3][CH2:2][N:8]1[CH2:7][CH2:6][N:5]([CH2:11][C:12]2[CH:13]=[CH:14][C:15]([NH:18][C:19]([C:21]3[C:22]4[N:23]=[CH:24][CH:25]=[N:26][C:27]=4[C:28]([C:31]4[C:36]([Cl:37])=[C:35]([O:38][CH3:39])[CH:34]=[C:33]([O:40][CH3:41])[C:32]=4[Cl:42])=[CH:29][CH:30]=3)=[O:20])=[N:16][CH:17]=2)[CH2:10][CH2:9]1. (5) Given the reactants [F:1][C@@H:2]1[CH2:7][C@@H:6]([C:8](O)=[O:9])[C@H:5]([C:11]2[N:12]=[C:13]([CH3:28])[S:14][C:15]=2[C:16]2[CH:21]=[CH:20][C:19]([N:22]3[CH2:27][CH2:26][O:25][CH2:24][CH2:23]3)=[CH:18][CH:17]=2)[CH2:4][CH2:3]1.Cl.[NH2:30][C:31]1([C:34]#[N:35])[CH2:33][CH2:32]1.CCN(C(C)C)C(C)C.CN(C(ON1N=NC2C=CC=NC1=2)=[N+](C)C)C.F[P-](F)(F)(F)(F)F, predict the reaction product. The product is: [C:34]([C:31]1([NH:30][C:8]([C@@H:6]2[CH2:7][C@@H:2]([F:1])[CH2:3][CH2:4][C@H:5]2[C:11]2[N:12]=[C:13]([CH3:28])[S:14][C:15]=2[C:16]2[CH:17]=[CH:18][C:19]([N:22]3[CH2:27][CH2:26][O:25][CH2:24][CH2:23]3)=[CH:20][CH:21]=2)=[O:9])[CH2:33][CH2:32]1)#[N:35]. (6) Given the reactants Cl[C:2]1[C:11]([CH3:12])=[C:10]([Cl:13])[C:9]2[C:4](=[CH:5][C:6]([F:15])=[CH:7][C:8]=2[F:14])[N:3]=1.[CH3:16][C:17]1[C:18]([Sn](CCCC)(CCCC)CCCC)=[N:19][CH:20]=[CH:21][CH:22]=1, predict the reaction product. The product is: [Cl:13][C:10]1[C:9]2[C:4](=[CH:5][C:6]([F:15])=[CH:7][C:8]=2[F:14])[N:3]=[C:2]([C:18]2[C:17]([CH3:16])=[CH:22][CH:21]=[CH:20][N:19]=2)[C:11]=1[CH3:12]. (7) Given the reactants Cl.[NH2:2][CH:3]([C:5]1[CH:10]=[CH:9][C:8]([C:11]([CH3:15])([CH3:14])[C:12]#[N:13])=[CH:7][CH:6]=1)[CH3:4].CCN(CC)CC.[C:23](O[C:23]([O:25][C:26]([CH3:29])([CH3:28])[CH3:27])=[O:24])([O:25][C:26]([CH3:29])([CH3:28])[CH3:27])=[O:24], predict the reaction product. The product is: [C:12]([C:11]([C:8]1[CH:9]=[CH:10][C:5]([CH:3]([NH:2][C:23](=[O:24])[O:25][C:26]([CH3:29])([CH3:28])[CH3:27])[CH3:4])=[CH:6][CH:7]=1)([CH3:14])[CH3:15])#[N:13].